This data is from Full USPTO retrosynthesis dataset with 1.9M reactions from patents (1976-2016). The task is: Predict the reactants needed to synthesize the given product. (1) Given the product [CH3:3][O:31][C:30](=[O:32])[CH2:29][N:13]1[C:14]([C:17]2[CH:22]=[CH:21][C:20]([N:23]3[CH2:24][CH2:25][CH2:26][CH2:27][CH2:28]3)=[CH:19][CH:18]=2)=[CH:15][CH:16]=[C:12]1[C:6]1[CH:7]=[CH:8][CH:9]=[CH:10][CH:11]=1, predict the reactants needed to synthesize it. The reactants are: Cl[Si](C)(C)[CH3:3].[C:6]1([C:12]2[N:13]([CH2:29][C:30]([OH:32])=[O:31])[C:14]([C:17]3[CH:22]=[CH:21][C:20]([N:23]4[CH2:28][CH2:27][CH2:26][CH2:25][CH2:24]4)=[CH:19][CH:18]=3)=[CH:15][CH:16]=2)[CH:11]=[CH:10][CH:9]=[CH:8][CH:7]=1. (2) Given the product [CH3:1][C:2]1([CH3:31])[O:6][C@@H:5]([CH2:7][CH2:8][O:9][C:10]2[CH:11]=[C:12]3[C:16](=[CH:17][CH:18]=2)[N:15]([C:19]([O:21][C:22]([CH3:23])([CH3:24])[CH3:25])=[O:20])[C:14]([C:26]([OH:28])=[O:27])=[CH:13]3)[CH2:4][O:3]1, predict the reactants needed to synthesize it. The reactants are: [CH3:1][C:2]1([CH3:31])[O:6][C@@H:5]([CH2:7][CH2:8][O:9][C:10]2[CH:11]=[C:12]3[C:16](=[CH:17][CH:18]=2)[N:15]([C:19]([O:21][C:22]([CH3:25])([CH3:24])[CH3:23])=[O:20])[C:14]([C:26]([O:28]CC)=[O:27])=[CH:13]3)[CH2:4][O:3]1.[Li+].[OH-].C1COCC1. (3) Given the product [F:19][C:16]([F:17])([F:18])[C:13]1([CH2:12][CH2:25][C:24]#[N:21])[CH2:14][CH2:15]1, predict the reactants needed to synthesize it. The reactants are: CC1C=CC(S(O[CH2:12][C:13]2([C:16]([F:19])([F:18])[F:17])[CH2:15][CH2:14]2)(=O)=O)=CC=1.C[N:21]([CH3:24])C=O.[CH2:25]1OCCOCCOCCOCCOCCOC1.[C-]#N.[K+]. (4) Given the product [C:28](/[CH:29]=[CH:30]/[C@@H:31]([N:52]([CH3:51])[C:10]([C@@H:9]([NH:8][C:6](=[O:7])[O:5][C:1]([CH3:2])([CH3:3])[CH3:4])[C:13]([CH3:16])([CH3:15])[CH3:14])=[O:12])[CH:32]([CH3:27])[CH3:59])#[N:24], predict the reactants needed to synthesize it. The reactants are: [C:1]([O:5][C:6]([NH:8][CH:9]([C:13]([CH3:16])([CH3:15])[CH3:14])[C:10]([OH:12])=O)=[O:7])([CH3:4])([CH3:3])[CH3:2].F[P-](F)(F)(F)(F)F.[N:24]1(O[P+](N2CCCC2)(N2CCCC2)N2CCCC2)[C:28]2[CH:29]=[CH:30][CH:31]=[CH:32][C:27]=2N=N1.C[CH2:51][N:52](C(C)C)C(C)C.[CH3:59]CCCCC.CCOCC. (5) Given the product [F:23][C:20]1[CH:21]=[CH:22][C:17]2[N:18]([C:14]([C@H:10]3[CH2:11][CH2:12][CH2:13][NH:8][CH2:9]3)=[N:15][N:16]=2)[CH:19]=1, predict the reactants needed to synthesize it. The reactants are: C(OC([N:8]1[CH2:13][CH2:12][CH2:11][C@H:10]([C:14]2[N:18]3[CH:19]=[C:20]([F:23])[CH:21]=[CH:22][C:17]3=[N:16][N:15]=2)[CH2:9]1)=O)(C)(C)C.C(O)(C(F)(F)F)=O. (6) Given the product [CH2:1]([O:3][C:4](=[O:16])[C:5]1[CH:10]=[CH:9][C:8]([Cl:26])=[N:7][C:6]=1[C:12]([F:15])([F:14])[F:13])[CH3:2], predict the reactants needed to synthesize it. The reactants are: [CH2:1]([O:3][C:4](=[O:16])[C:5]1[CH:10]=[CH:9][C:8](O)=[N:7][C:6]=1[C:12]([F:15])([F:14])[F:13])[CH3:2].P(Cl)([Cl:26])(OC1C=CC=CC=1)=O.C(=O)(O)[O-].[Na+]. (7) Given the product [CH3:1][O:2][C:3](=[CH:8][C:9]1[CH:14]=[CH:13][C:12]([N+:15]([O-:17])=[O:16])=[CH:11][CH:10]=1)[C:4]([OH:6])=[O:5], predict the reactants needed to synthesize it. The reactants are: [CH3:1][O:2][C:3](=[CH:8][C:9]1[CH:14]=[CH:13][C:12]([N+:15]([O-:17])=[O:16])=[CH:11][CH:10]=1)[C:4]([O:6]C)=[O:5].[OH-].[Na+].Cl. (8) Given the product [N:22]1[CH:23]=[CH:24][C:19]([C:9]2[CH:10]=[CH:11][C:12]([NH2:13])=[CH:14][CH:15]=2)=[CH:20][CH:21]=1, predict the reactants needed to synthesize it. The reactants are: CC1(C)C(C)(C)OB([C:9]2[CH:15]=[CH:14][C:12]([NH2:13])=[CH:11][CH:10]=2)O1.Cl.Br[C:19]1[CH:24]=[CH:23][N:22]=[CH:21][CH:20]=1.C([O-])([O-])=O.[Cs+].[Cs+]. (9) Given the product [CH3:24][O:25][C:26]1[CH:31]=[CH:30][CH:29]=[CH:28][C:27]=1[C:2]1[C:10]2[O:9][CH:8]([CH2:11][O:12][S:13]([C:16]3[CH:17]=[CH:18][C:19]([CH3:22])=[CH:20][CH:21]=3)(=[O:15])=[O:14])[O:7][C:6]=2[CH:5]=[C:4]([Cl:23])[CH:3]=1, predict the reactants needed to synthesize it. The reactants are: Br[C:2]1[C:10]2[O:9][CH:8]([CH2:11][O:12][S:13]([C:16]3[CH:21]=[CH:20][C:19]([CH3:22])=[CH:18][CH:17]=3)(=[O:15])=[O:14])[O:7][C:6]=2[CH:5]=[C:4]([Cl:23])[CH:3]=1.[CH3:24][O:25][C:26]1[CH:31]=[CH:30][CH:29]=[CH:28][C:27]=1B(O)O.